From a dataset of Full USPTO retrosynthesis dataset with 1.9M reactions from patents (1976-2016). Predict the reactants needed to synthesize the given product. (1) Given the product [OH:1][C:2]1[CH:3]=[C:4]([NH:9][C:10]2[S:11][CH:14]=[C:15]([C:16]([O:18][CH2:19][CH3:20])=[O:17])[N:12]=2)[CH:5]=[CH:6][C:7]=1[CH3:8], predict the reactants needed to synthesize it. The reactants are: [OH:1][C:2]1[CH:3]=[C:4]([NH:9][C:10]([NH2:12])=[S:11])[CH:5]=[CH:6][C:7]=1[CH3:8].Br[CH2:14][C:15](=O)[C:16]([O:18][CH2:19][CH3:20])=[O:17]. (2) The reactants are: C(O[C:6]([N:8]1[CH2:12][C:11](=[N:13][O:14][CH2:15][CH3:16])[CH2:10][C@H:9]1[C:17]([OH:19])=O)=[O:7])(C)(C)C.C(Cl)(=O)[C:21]1[CH:26]=[CH:25][CH:24]=[CH:23][CH:22]=1.[Cl:29][C:30]1[CH:31]=[C:32]([N:37]2[CH2:42][CH2:41][NH:40][CH2:39][CH2:38]2)[CH:33]=[CH:34][C:35]=1[Cl:36]. Given the product [CH2:15]([O:14][N:13]=[C:11]1[CH2:10][C@@H:9]([C:17]([N:40]2[CH2:39][CH2:38][N:37]([C:32]3[CH:33]=[CH:34][C:35]([Cl:36])=[C:30]([Cl:29])[CH:31]=3)[CH2:42][CH2:41]2)=[O:19])[N:8]([C:6](=[O:7])[C:21]2[CH:22]=[CH:23][CH:24]=[CH:25][CH:26]=2)[CH2:12]1)[CH3:16], predict the reactants needed to synthesize it.